Dataset: Reaction yield outcomes from USPTO patents with 853,638 reactions. Task: Predict the reaction yield, written as a fraction of the theoretical maximum amount of product (1.0 means a 100% yield; for example, 0.34 means a 34% yield). (1) The reactants are [CH3:1][C:2]([CH3:34])([CH3:33])[CH2:3][C:4]([NH:6][C:7]1[C:8]([CH3:32])=[C:9]([CH3:31])[C:10]2[O:14][CH2:13][CH:12]([C:15]3[CH:20]=[CH:19][C:18](/[C:21](/[CH3:28])=[CH:22]/[C:23]([O:25][CH2:26][CH3:27])=[O:24])=[CH:17][CH:16]=3)[C:11]=2[C:29]=1[CH3:30])=[O:5]. The catalyst is C(OCC)(=O)C.CCCCCC. The product is [CH3:34][C:2]([CH3:1])([CH3:33])[CH2:3][C:4]([NH:6][C:7]1[C:8]([CH3:32])=[C:9]([CH3:31])[C:10]2[O:14][CH2:13][CH:12]([C:15]3[CH:20]=[CH:19][C:18]([CH:21]([CH3:28])[CH2:22][C:23]([O:25][CH2:26][CH3:27])=[O:24])=[CH:17][CH:16]=3)[C:11]=2[C:29]=1[CH3:30])=[O:5]. The yield is 0.760. (2) The reactants are [OH:1][CH2:2][CH2:3][N:4]1[CH:12]=[N:11][C:10]2[C:5]1=[N:6][CH:7]=[N:8][C:9]=2[NH2:13].CC(C)[O-].[Mg+2].CC(C)[O-].CC(C)([O-])C.[Mg+2].CC(C)([O-])C.C1(C)C=CC(S(O[CH2:44][P:45](=[O:52])([O:49]CC)[O:46]CC)(=O)=O)=CC=1.Br[Si](C)(C)C. The catalyst is CN(C=O)C.O. The product is [P:45]([CH2:44][O:1][CH2:2][CH2:3][N:4]1[CH:12]=[N:11][C:10]2[C:5]1=[N:6][CH:7]=[N:8][C:9]=2[NH2:13])([OH:52])([OH:49])=[O:46]. The yield is 0.654.